Dataset: Peptide-MHC class II binding affinity with 134,281 pairs from IEDB. Task: Regression. Given a peptide amino acid sequence and an MHC pseudo amino acid sequence, predict their binding affinity value. This is MHC class II binding data. (1) The peptide sequence is YTDYLTVMDRYSVDA. The MHC is HLA-DQA10501-DQB10303 with pseudo-sequence HLA-DQA10501-DQB10303. The binding affinity (normalized) is 0.365. (2) The binding affinity (normalized) is 0.0978. The peptide sequence is ALTLKGTSYKICTDK. The MHC is DRB1_0401 with pseudo-sequence DRB1_0401. (3) The MHC is DRB5_0101 with pseudo-sequence DRB5_0101. The peptide sequence is GELQIVDKIDAAFEI. The binding affinity (normalized) is 0.263. (4) The peptide sequence is KPVSQMRMATPLL. The MHC is H-2-IAk with pseudo-sequence YTYFLRRGGQTGHILHFPLIYYDYRTETVHKTPT. The binding affinity (normalized) is 0.